Dataset: Full USPTO retrosynthesis dataset with 1.9M reactions from patents (1976-2016). Task: Predict the reactants needed to synthesize the given product. (1) The reactants are: P(Cl)(Cl)(Cl)=O.[Cl:6][CH2:7][CH2:8][O:9][C:10]1[CH:19]=[C:18]([O:20][CH2:21][CH2:22][O:23][CH3:24])[CH:17]=[C:16]2[C:11]=1[C:12](=O)[NH:13][CH:14]=[N:15]2.C(N(C(C)C)CC)(C)C.[NH2:35][C:36]1[CH:40]=[C:39]([CH2:41][C:42]([NH:44][C:45]2[CH:50]=[CH:49][CH:48]=[C:47]([F:51])[C:46]=2[F:52])=[O:43])[NH:38][N:37]=1.Cl. Given the product [Cl:6][CH2:7][CH2:8][O:9][C:10]1[CH:19]=[C:18]([O:20][CH2:21][CH2:22][O:23][CH3:24])[CH:17]=[C:16]2[C:11]=1[C:12]([NH:35][C:36]1[CH:40]=[C:39]([CH2:41][C:42]([NH:44][C:45]3[CH:50]=[CH:49][CH:48]=[C:47]([F:51])[C:46]=3[F:52])=[O:43])[NH:38][N:37]=1)=[N:13][CH:14]=[N:15]2, predict the reactants needed to synthesize it. (2) Given the product [N:13]1([C:2]2[CH:12]=[CH:11][CH:10]=[CH:9][C:3]=2[C:4]([O:6][CH2:7][CH3:8])=[O:5])[CH2:18][CH2:17][O:16][CH2:15][CH2:14]1, predict the reactants needed to synthesize it. The reactants are: Br[C:2]1[CH:12]=[CH:11][CH:10]=[CH:9][C:3]=1[C:4]([O:6][CH2:7][CH3:8])=[O:5].[NH:13]1[CH2:18][CH2:17][O:16][CH2:15][CH2:14]1.C(=O)([O-])[O-].[Cs+].[Cs+].C1(P(C2C=CC=CC=2)C2C=CC3C(=CC=CC=3)C=2C2C3C(=CC=CC=3)C=CC=2P(C2C=CC=CC=2)C2C=CC=CC=2)C=CC=CC=1. (3) Given the product [CH2:26]([N:28]1[CH2:29][CH2:30][N:31]([CH2:34][C:35]2[CH:36]=[CH:37][C:38]([NH:41][C:22]([C:15]3[C:16]4[N:17]=[CH:18][CH:19]=[N:20][C:21]=4[C:12]([C:3]4[C:4]([CH3:11])=[C:5]([O:9][CH3:10])[CH:6]=[C:7]([CH3:8])[C:2]=4[Cl:1])=[CH:13][CH:14]=3)=[O:24])=[N:39][CH:40]=2)[CH2:32][CH2:33]1)[CH3:27], predict the reactants needed to synthesize it. The reactants are: [Cl:1][C:2]1[C:7]([CH3:8])=[CH:6][C:5]([O:9][CH3:10])=[C:4]([CH3:11])[C:3]=1[C:12]1[C:21]2[N:20]=[CH:19][CH:18]=[N:17][C:16]=2[C:15]([C:22]([OH:24])=O)=[CH:14][CH:13]=1.Cl.[CH2:26]([N:28]1[CH2:33][CH2:32][N:31]([CH2:34][C:35]2[CH:36]=[CH:37][C:38]([NH2:41])=[N:39][CH:40]=2)[CH2:30][CH2:29]1)[CH3:27]. (4) Given the product [CH3:20][O:21][C:22]1[CH:23]=[C:24]([CH2:28][CH2:29][NH:30][C:17]([C:15]2[CH:16]=[C:11]([C:5]3[CH:4]=[C:3]([CH2:1][CH3:2])[C:8](=[O:9])[NH:7][C:6]=3[CH3:10])[CH:12]=[N:13][CH:14]=2)=[O:19])[CH:25]=[CH:26][CH:27]=1, predict the reactants needed to synthesize it. The reactants are: [CH2:1]([C:3]1[C:8](=[O:9])[NH:7][C:6]([CH3:10])=[C:5]([C:11]2[CH:12]=[N:13][CH:14]=[C:15]([C:17]([OH:19])=O)[CH:16]=2)[CH:4]=1)[CH3:2].[CH3:20][O:21][C:22]1[CH:23]=[C:24]([CH2:28][CH2:29][NH2:30])[CH:25]=[CH:26][CH:27]=1. (5) Given the product [CH2:1]([O:8][C:9]1[CH:36]=[CH:35][CH:34]=[CH:33][C:10]=1[CH2:11][C:12]1[C:13]([O:21][C@@H:22]2[O:30][C@H:29]([CH2:31][OH:32])[C@@H:27]([OH:28])[C@H:25]([OH:26])[C@H:23]2[OH:24])=[N:14][N:15]([CH2:38][CH2:39][O:40][CH2:41][C:42]2[CH:47]=[CH:46][CH:45]=[CH:44][CH:43]=2)[C:16]=1[C:17]([F:18])([F:20])[F:19])[C:2]1[CH:3]=[CH:4][CH:5]=[CH:6][CH:7]=1, predict the reactants needed to synthesize it. The reactants are: [CH2:1]([O:8][C:9]1[CH:36]=[CH:35][CH:34]=[CH:33][C:10]=1[CH2:11][C:12]1[C:13]([O:21][C@@H:22]2[O:30][C@H:29]([CH2:31][OH:32])[C@@H:27]([OH:28])[C@H:25]([OH:26])[C@H:23]2[OH:24])=[N:14][NH:15][C:16]=1[C:17]([F:20])([F:19])[F:18])[C:2]1[CH:7]=[CH:6][CH:5]=[CH:4][CH:3]=1.Br[CH2:38][CH2:39][O:40][CH2:41][C:42]1[CH:47]=[CH:46][CH:45]=[CH:44][CH:43]=1.C(=O)([O-])[O-].[Cs+].[Cs+].O. (6) Given the product [F:1][C:2]([P:8](=[O:26])([C:18]([F:24])([F:23])[C:19]([F:22])([F:21])[F:20])[C:11]([F:17])([F:16])[C:12]([F:15])([F:14])[F:13])([F:7])[C:3]([F:6])([F:5])[F:4].[P:29]([C:30]([C:33]([F:34])([F:35])[F:36])([F:31])[F:32])([C:44]([C:47]([F:50])([F:49])[F:48])([F:46])[F:45])[C:37]([C:40]([F:43])([F:42])[F:41])([F:39])[F:38], predict the reactants needed to synthesize it. The reactants are: [F:1][C:2]([P:8]([C:18]([F:24])([F:23])[C:19]([F:22])([F:21])[F:20])([C:11]([F:17])([F:16])[C:12]([F:15])([F:14])[F:13])(F)F)([F:7])[C:3]([F:6])([F:5])[F:4].C(=O)=[O:26].[PH5].[P:29]([C:44]([C:47]([F:50])([F:49])[F:48])([F:46])[F:45])([C:37]([C:40]([F:43])([F:42])[F:41])([F:39])[F:38])[C:30]([C:33]([F:36])([F:35])[F:34])([F:32])[F:31].P(O)(C(C(F)(F)F)(F)F)(C(C(F)(F)F)(F)F)=O. (7) Given the product [CH2:1]([O:8][C:9]1[CH:14]=[CH:13][C:12]([CH2:15][CH:16]([NH:18][CH:21]=[O:22])[CH3:17])=[CH:11][C:10]=1[O:19][CH3:20])[C:2]1[CH:7]=[CH:6][CH:5]=[CH:4][CH:3]=1, predict the reactants needed to synthesize it. The reactants are: [CH2:1]([O:8][C:9]1[CH:14]=[CH:13][C:12]([CH2:15][CH:16]([NH2:18])[CH3:17])=[CH:11][C:10]=1[O:19][CH3:20])[C:2]1[CH:7]=[CH:6][CH:5]=[CH:4][CH:3]=1.[CH:21](O)=[O:22].